Dataset: Reaction yield outcomes from USPTO patents with 853,638 reactions. Task: Predict the reaction yield, written as a fraction of the theoretical maximum amount of product (1.0 means a 100% yield; for example, 0.34 means a 34% yield). (1) The yield is 0.940. The product is [C:19]([O:22][C:23]([N:17]([CH:14]([CH3:16])[CH3:15])[CH2:13][CH:8]([C:5]1[CH:4]=[CH:3][C:2]([Cl:1])=[CH:7][CH:6]=1)[C:9]([O:11][CH3:12])=[O:10])=[O:24])([CH3:21])([CH3:20])[CH3:18]. The catalyst is C1COCC1. The reactants are [Cl:1][C:2]1[CH:7]=[CH:6][C:5]([C:8](=[CH2:13])[C:9]([O:11][CH3:12])=[O:10])=[CH:4][CH:3]=1.[CH:14]([NH2:17])([CH3:16])[CH3:15].[CH3:18][C:19]([O:22][C:23](O[C:23]([O:22][C:19]([CH3:21])([CH3:20])[CH3:18])=[O:24])=[O:24])([CH3:21])[CH3:20]. (2) The reactants are [CH3:1][O:2][C:3]1[CH:19]=[CH:18][C:6]([CH2:7][O:8][C:9]2[CH:17]=[CH:16][C:12]([C:13]([OH:15])=[O:14])=[CH:11][N:10]=2)=[CH:5][CH:4]=1.[C:20](=O)([O-])[O-].[K+].[K+].CI.O. The catalyst is CN(C=O)C. The product is [CH3:1][O:2][C:3]1[CH:4]=[CH:5][C:6]([CH2:7][O:8][C:9]2[CH:17]=[CH:16][C:12]([C:13]([O:15][CH3:20])=[O:14])=[CH:11][N:10]=2)=[CH:18][CH:19]=1. The yield is 0.440. (3) The reactants are [C:1]([C:5]1[CH:22]=[CH:21][CH:20]=[CH:19][C:6]=1[O:7][CH:8]1[CH2:13][CH2:12][N:11]([C:14](=[O:18])[C:15](O)=[O:16])[CH2:10][CH2:9]1)([CH3:4])([CH3:3])[CH3:2].C(Cl)(=O)C(Cl)=O.[NH:29]1[C:33]([NH2:34])=[N:32][N:31]=[N:30]1.C(N(CC)CC)C. The catalyst is C1(C)C=CC=CC=1. The product is [C:1]([C:5]1[CH:22]=[CH:21][CH:20]=[CH:19][C:6]=1[O:7][CH:8]1[CH2:13][CH2:12][N:11]([C:14](=[O:18])[C:15]([NH:34][C:33]2[NH:32][N:31]=[N:30][N:29]=2)=[O:16])[CH2:10][CH2:9]1)([CH3:4])([CH3:3])[CH3:2]. The yield is 0.870. (4) The reactants are [CH3:1][N:2]1[CH:6]=[C:5]([C:7]2[CH:8]=[C:9]([CH:17]=[C:18]([C:20]([F:23])([F:22])[F:21])[CH:19]=2)[C:10]([O:12]C(C)(C)C)=[O:11])[N:4]=[CH:3]1.C(O)(C(F)(F)F)=O.C(Cl)[Cl:32]. No catalyst specified. The product is [ClH:32].[CH3:1][N:2]1[CH:6]=[C:5]([C:7]2[CH:8]=[C:9]([CH:17]=[C:18]([C:20]([F:22])([F:21])[F:23])[CH:19]=2)[C:10]([OH:12])=[O:11])[N:4]=[CH:3]1. The yield is 1.00. (5) The reactants are [CH2:1]([O:8][C:9]1[CH:10]=[C:11]([NH:23][CH2:24][C:25]2[CH:30]=[CH:29][C:28]([F:31])=[CH:27][CH:26]=2)[N:12]=[N:13][C:14]=1[O:15][CH2:16][C:17]1[CH:22]=[CH:21][CH:20]=[CH:19][CH:18]=1)[C:2]1[CH:7]=[CH:6][CH:5]=[CH:4][CH:3]=1.[H-].[Na+].I[CH3:35].O. The catalyst is CN(C)C=O. The product is [CH2:1]([O:8][C:9]1[CH:10]=[C:11]([N:23]([CH2:24][C:25]2[CH:26]=[CH:27][C:28]([F:31])=[CH:29][CH:30]=2)[CH3:35])[N:12]=[N:13][C:14]=1[O:15][CH2:16][C:17]1[CH:22]=[CH:21][CH:20]=[CH:19][CH:18]=1)[C:2]1[CH:3]=[CH:4][CH:5]=[CH:6][CH:7]=1. The yield is 0.640.